From a dataset of Full USPTO retrosynthesis dataset with 1.9M reactions from patents (1976-2016). Predict the reactants needed to synthesize the given product. Given the product [C@H:17]12[CH2:18][C@H:14]([CH2:13][C@H:12]1[O:11][C:2]1[CH:3]=[CH:4][C:5]3[C:10](=[N:9][CH:8]=[CH:7][CH:6]=3)[N:1]=1)[CH2:15][NH:16]2, predict the reactants needed to synthesize it. The reactants are: [N:1]1[C:10]2[C:5](=[CH:6][CH:7]=[CH:8][N:9]=2)[CH:4]=[CH:3][C:2]=1[O:11][C@H:12]1[C@@H:17]2[CH2:18][C@@H:14]([CH2:15][N:16]2C(OC(C)(C)C)=O)[CH2:13]1.Cl.